The task is: Predict the product of the given reaction.. This data is from Forward reaction prediction with 1.9M reactions from USPTO patents (1976-2016). (1) The product is: [NH2:26][C:27]1[CH:32]=[C:31]([C:15]2[N:16]=[C:11]([NH:10][C:7]3[CH:8]=[CH:9][C:4]4[CH:3]=[N:2][O:1][C:5]=4[CH:6]=3)[C:12]3[N:13]([CH:18]=[CH:19][N:20]=3)[CH:14]=2)[CH:30]=[CH:29][CH:28]=1. Given the reactants [O:1]1[C:5]2[CH:6]=[C:7]([NH:10][C:11]3[C:12]4[N:13]([CH:18]=[CH:19][N:20]=4)[CH:14]=[C:15](Br)[N:16]=3)[CH:8]=[CH:9][C:4]=2[CH:3]=[N:2]1.S(O)(O)(=O)=O.[NH2:26][C:27]1[CH:28]=[C:29](B(O)O)[CH:30]=[CH:31][CH:32]=1.[NH2:26][C:27]1[CH:32]=[C:31](B(O)O)[CH:30]=[CH:29][CH:28]=1.C([O-])([O-])=O.[Na+].[Na+], predict the reaction product. (2) Given the reactants N[C@H:2]1[CH2:11][CH2:10][C:9]2[C:8]([S:12]([NH:15][C:16]3[CH:21]=[CH:20][C:19]([Cl:22])=[CH:18][CH:17]=3)(=[O:14])=[O:13])=[CH:7][CH:6]=[C:5]([O:23][CH3:24])[C:4]=2[CH2:3]1.C=O.[C:27](O)(=O)C.[BH3-][C:32]#[N:33].[Na+], predict the reaction product. The product is: [Cl:22][C:19]1[CH:20]=[CH:21][C:16]([NH:15][S:12]([C:8]2[C:9]3[CH2:10][CH2:11][C@H:2]([N:33]([CH3:32])[CH3:27])[CH2:3][C:4]=3[C:5]([O:23][CH3:24])=[CH:6][CH:7]=2)(=[O:14])=[O:13])=[CH:17][CH:18]=1.